Dataset: Full USPTO retrosynthesis dataset with 1.9M reactions from patents (1976-2016). Task: Predict the reactants needed to synthesize the given product. (1) Given the product [C:36]([NH:1][CH2:2][CH2:3][CH2:4][CH2:5][N:6]([C:18]1[CH:23]=[CH:22][N:21]=[C:20]([NH:24][CH:25]([CH3:29])[CH2:26][O:27][CH3:28])[N:19]=1)[C:7]([C:9]1[CH:10]=[CH:11][C:12]2[O:16][CH2:15][CH2:14][C:13]=2[CH:17]=1)=[O:8])(=[O:38])[CH3:37], predict the reactants needed to synthesize it. The reactants are: [NH2:1][CH2:2][CH2:3][CH2:4][CH2:5][N:6]([C:18]1[CH:23]=[CH:22][N:21]=[C:20]([NH:24][CH:25]([CH3:29])[CH2:26][O:27][CH3:28])[N:19]=1)[C:7]([C:9]1[CH:10]=[CH:11][C:12]2[O:16][CH2:15][CH2:14][C:13]=2[CH:17]=1)=[O:8].N1C=CC=CC=1.[C:36](Cl)(=[O:38])[CH3:37]. (2) The reactants are: [O-]P([O-])([O-])=O.[K+].[K+].[K+].[B-](F)(F)(F)/[CH:10]=[CH:11]/[CH3:12].[K+].FC(F)(F)S(O[C:23]1[C:24]([CH3:33])=[C:25]2[C:29](=[CH:30][CH:31]=1)[C:28](=[O:32])[O:27][CH2:26]2)(=O)=O. Given the product [CH3:33][C:24]1[C:23](/[CH:10]=[CH:11]/[CH3:12])=[CH:31][CH:30]=[C:29]2[C:25]=1[CH2:26][O:27][C:28]2=[O:32], predict the reactants needed to synthesize it. (3) The reactants are: Br[C:2]1[CH:7]=[CH:6][C:5]([F:8])=[C:4]([F:9])[CH:3]=1.C(=O)=O.[Li]CCCC.CON(C)[C:21]([CH:23]1[CH2:28][CH2:27][O:26][CH2:25][CH2:24]1)=[O:22]. Given the product [F:9][C:4]1[C:5]([F:8])=[CH:6][CH:7]=[CH:2][C:3]=1[C:21]([CH:23]1[CH2:28][CH2:27][O:26][CH2:25][CH2:24]1)=[O:22], predict the reactants needed to synthesize it. (4) Given the product [CH:1](/[C:9]1[CH:10]=[CH:11][C:12]2[O:13][CH2:14][CH2:15][NH:16][C:17]=2[N:18]=1)=[CH:2]\[C:3]1[CH:4]=[CH:5][CH:6]=[CH:7][CH:8]=1, predict the reactants needed to synthesize it. The reactants are: [CH:1](/[C:9]1[CH:10]=[CH:11][C:12]2[O:13][CH2:14][C:15](=O)[NH:16][C:17]=2[N:18]=1)=[CH:2]\[C:3]1[CH:8]=[CH:7][CH:6]=[CH:5][CH:4]=1.[H-].[H-].[H-].[H-].[Li+].[Al+3].O.[OH-].[Na+]. (5) The reactants are: [NH2:1][C:2]1[CH:7]=[CH:6][C:5]([C:8]2[O:12][C:11]([C@H:13]([NH:24][C:25]3[CH:32]=[CH:31][C:28]([C:29]#[N:30])=[C:27]([Cl:33])[C:26]=3[CH3:34])[C@H:14]([O:16][Si:17]([C:20]([CH3:23])([CH3:22])[CH3:21])([CH3:19])[CH3:18])[CH3:15])=[N:10][N:9]=2)=[CH:4][CH:3]=1.[C:35](Cl)(=[O:39])[CH2:36][CH2:37][CH3:38]. Given the product [Si:17]([O:16][C@H:14]([CH3:15])[C@H:13]([C:11]1[O:12][C:8]([C:5]2[CH:4]=[CH:3][C:2]([NH:1][C:35](=[O:39])[CH2:36][CH2:37][CH3:38])=[CH:7][CH:6]=2)=[N:9][N:10]=1)[NH:24][C:25]1[CH:32]=[CH:31][C:28]([C:29]#[N:30])=[C:27]([Cl:33])[C:26]=1[CH3:34])([C:20]([CH3:22])([CH3:23])[CH3:21])([CH3:19])[CH3:18], predict the reactants needed to synthesize it. (6) The reactants are: Br[C:2]1[CH:11]=[C:10]2[C:5]([CH2:6][CH2:7][N:8]([C:12]3[CH:17]=[C:16]([N:18]4[CH2:23][CH2:22][N:21]([CH3:24])[CH2:20][CH2:19]4)[N:15]=[C:14]([NH2:25])[N:13]=3)[CH2:9]2)=[CH:4][CH:3]=1.[CH3:26][NH:27][C:28]([C:30]1[CH:35]=[CH:34][C:33](B2OC(C)(C)C(C)(C)O2)=[CH:32][N:31]=1)=[O:29].ClCCl.P([O-])([O-])([O-])=O.[K+].[K+].[K+]. Given the product [NH2:25][C:14]1[N:13]=[C:12]([N:8]2[CH2:7][CH2:6][C:5]3[C:10](=[CH:11][C:2]([C:33]4[CH:34]=[CH:35][C:30]([C:28]([NH:27][CH3:26])=[O:29])=[N:31][CH:32]=4)=[CH:3][CH:4]=3)[CH2:9]2)[CH:17]=[C:16]([N:18]2[CH2:23][CH2:22][N:21]([CH3:24])[CH2:20][CH2:19]2)[N:15]=1, predict the reactants needed to synthesize it. (7) Given the product [Si:1]([O:18][CH2:19][C:20]1[C:25]([N:26]2[CH2:31][C@H:30]([CH3:32])[O:29][C@H:28]([CH3:33])[CH2:27]2)=[C:24]([Cl:34])[C:23]([F:35])=[C:22]([C:39]([C:40]2[CH:41]=[N:42][C:43]([CH3:46])=[CH:44][CH:45]=2)=[O:47])[CH:21]=1)([C:14]([CH3:16])([CH3:17])[CH3:15])([C:2]1[CH:7]=[CH:6][CH:5]=[CH:4][CH:3]=1)[C:8]1[CH:13]=[CH:12][CH:11]=[CH:10][CH:9]=1, predict the reactants needed to synthesize it. The reactants are: [Si:1]([O:18][CH2:19][C:20]1[C:25]([N:26]2[CH2:31][C@H:30]([CH3:32])[O:29][C@H:28]([CH3:33])[CH2:27]2)=[C:24]([Cl:34])[C:23]([F:35])=[CH:22][CH:21]=1)([C:14]([CH3:17])([CH3:16])[CH3:15])([C:8]1[CH:13]=[CH:12][CH:11]=[CH:10][CH:9]=1)[C:2]1[CH:7]=[CH:6][CH:5]=[CH:4][CH:3]=1.CON(C)[C:39](=[O:47])[C:40]1[CH:45]=[CH:44][C:43]([CH3:46])=[N:42][CH:41]=1. (8) The reactants are: I[C:2]1([C:7]2[S:8][CH:9]=[CH:10][C:11]=2C2SC=CC=2)[CH2:6][CH:5]=[CH:4][S:3]1.[CH2:17]([O:21][P:22]([C:29]1[CH:30]=[C:31]([C:47]2[S:48][C:49]([Sn](CCCC)(CCCC)CCCC)=[C:50]([P:52]([O:59][CH2:60][CH2:61][CH2:62][CH3:63])([O:54][CH2:55][CH2:56][CH2:57][CH3:58])=[O:53])[CH:51]=2)[S:32][C:33]=1[Sn](CCCC)(CCCC)CCCC)([O:24][CH2:25][CH2:26][CH2:27][CH3:28])=[O:23])[CH2:18][CH2:19][CH3:20].[F-].[K+]. Given the product [CH2:55]([O:54][P:52]([C:50]1[CH:51]=[C:47]([C:31]2[S:32][C:33]([C:9]3[S:8][C:7]([C:2]4[S:3][C:4]([C:2]5[S:3][CH:4]=[CH:5][CH:6]=5)=[CH:5][CH:6]=4)=[CH:11][CH:10]=3)=[C:29]([P:22]([O:21][CH2:17][CH2:18][CH2:19][CH3:20])([O:24][CH2:25][CH2:26][CH2:27][CH3:28])=[O:23])[CH:30]=2)[S:48][C:49]=1[C:7]1[S:8][C:9]([C:9]2[S:8][C:7]([C:2]3[S:3][CH:4]=[CH:5][CH:6]=3)=[CH:11][CH:10]=2)=[CH:10][CH:11]=1)([O:59][CH2:60][CH2:61][CH2:62][CH3:63])=[O:53])[CH2:56][CH2:57][CH3:58], predict the reactants needed to synthesize it. (9) Given the product [Br:1][C:2]1[CH:7]=[CH:6][C:5]([N+:8]([O-:10])=[O:9])=[C:4]([NH:18][CH:15]2[CH2:16][CH2:17][O:12][CH2:13][CH2:14]2)[CH:3]=1, predict the reactants needed to synthesize it. The reactants are: [Br:1][C:2]1[CH:7]=[CH:6][C:5]([N+:8]([O-:10])=[O:9])=[C:4](F)[CH:3]=1.[O:12]1[CH2:17][CH2:16][CH:15]([NH2:18])[CH2:14][CH2:13]1.C([O-])([O-])=O.[K+].[K+].O.